The task is: Predict the product of the given reaction.. This data is from Forward reaction prediction with 1.9M reactions from USPTO patents (1976-2016). (1) Given the reactants C(=O)([O-])[O-].[K+].[K+].[NH:7]1[CH2:12][CH2:11][S:10][CH2:9][CH2:8]1.[CH2:13]([O:20][C:21]1[CH:45]=[CH:44][C:43]([O:46][CH2:47][CH2:48]Br)=[CH:42][C:22]=1[C:23]([NH:25][C:26]1[CH:35]=[C:34]([C:36]2[CH:41]=[CH:40][CH:39]=[CH:38][CH:37]=2)[CH:33]=[CH:32][C:27]=1[C:28]([O:30][CH3:31])=[O:29])=[O:24])[C:14]1[CH:19]=[CH:18][CH:17]=[CH:16][CH:15]=1, predict the reaction product. The product is: [CH2:13]([O:20][C:21]1[CH:45]=[CH:44][C:43]([O:46][CH2:47][CH2:48][N:7]2[CH2:12][CH2:11][S:10][CH2:9][CH2:8]2)=[CH:42][C:22]=1[C:23]([NH:25][C:26]1[CH:35]=[C:34]([C:36]2[CH:37]=[CH:38][CH:39]=[CH:40][CH:41]=2)[CH:33]=[CH:32][C:27]=1[C:28]([O:30][CH3:31])=[O:29])=[O:24])[C:14]1[CH:15]=[CH:16][CH:17]=[CH:18][CH:19]=1. (2) Given the reactants C(OC([NH:8][C@@H:9]([C:20]1[CH:25]=[CH:24][C:23]([C:26]2[CH:31]=[CH:30][CH:29]=[C:28]([O:32][CH3:33])[CH:27]=2)=[CH:22][CH:21]=1)[C:10]([O:12][CH2:13][C:14]1[CH:19]=[CH:18][CH:17]=[CH:16][CH:15]=1)=[O:11])=O)(C)(C)C.[ClH:34], predict the reaction product. The product is: [ClH:34].[NH2:8][C@@H:9]([C:20]1[CH:25]=[CH:24][C:23]([C:26]2[CH:31]=[CH:30][CH:29]=[C:28]([O:32][CH3:33])[CH:27]=2)=[CH:22][CH:21]=1)[C:10]([O:12][CH2:13][C:14]1[CH:15]=[CH:16][CH:17]=[CH:18][CH:19]=1)=[O:11]. (3) Given the reactants [CH2:1]([O:8][C:9]([N:11]([CH2:32][C:33]([N:35]1[CH2:39][C@@H:38]([F:40])[CH2:37][C@H:36]1[C:41]#[N:42])=[O:34])[C:12]12[CH2:19][CH2:18][C:15]([C:20](ON3C4C=CC=CC=4N=N3)=[O:21])([CH2:16][CH2:17]1)[CH2:14][CH2:13]2)=[O:10])[C:2]1[CH:7]=[CH:6][CH:5]=[CH:4][CH:3]=1.Cl.[F:44][CH2:45][CH2:46][NH2:47], predict the reaction product. The product is: [CH2:1]([O:8][C:9]([N:11]([CH2:32][C:33]([N:35]1[CH2:39][C@@H:38]([F:40])[CH2:37][C@H:36]1[C:41]#[N:42])=[O:34])[C:12]12[CH2:17][CH2:16][C:15]([C:20]([NH:47][CH2:46][CH2:45][F:44])=[O:21])([CH2:18][CH2:19]1)[CH2:14][CH2:13]2)=[O:10])[C:2]1[CH:3]=[CH:4][CH:5]=[CH:6][CH:7]=1. (4) The product is: [Cl:1][C:2]1[CH:3]=[C:4]2[C:9](=[CH:10][C:11]=1[Cl:12])[C:8](=[O:16])[NH:7][CH:6]=[CH:5]2. Given the reactants [Cl:1][C:2]1[CH:3]=[C:4]2[C:9](=[CH:10][C:11]=1[Cl:12])[CH:8]=[N+:7]([O-])[CH:6]=[CH:5]2.C(OC(=O)C)(=[O:16])C, predict the reaction product. (5) Given the reactants C1(C(C2C=CC=CC=2)=[N:8][C@H:9]([C:19]([O:21][CH2:22][CH3:23])=[O:20])[CH2:10][C:11]2[CH:16]=[CH:15][CH:14]=[C:13]([O:17][CH3:18])[CH:12]=2)C=CC=CC=1.Cl, predict the reaction product. The product is: [CH3:18][O:17][C:13]1[CH:12]=[C:11]([CH:16]=[CH:15][CH:14]=1)[CH2:10][C@@H:9]([C:19]([O:21][CH2:22][CH3:23])=[O:20])[NH2:8].